The task is: Predict the product of the given reaction.. This data is from Forward reaction prediction with 1.9M reactions from USPTO patents (1976-2016). (1) Given the reactants [NH2:1][C:2]1[N:7]=[C:6]([CH2:8][C:9]([N:11]2[C:19]3[C:14](=[CH:15][C:16]([NH:20][C:21]([C:23]4[C:24]([C:29]5[CH:34]=[CH:33][C:32]([C:35]([F:38])([F:37])[F:36])=[CH:31][CH:30]=5)=[CH:25][CH:26]=[CH:27][CH:28]=4)=[O:22])=[CH:17][CH:18]=3)[CH2:13][CH2:12]2)=[O:10])[CH:5]=[CH:4][CH:3]=1.C(=O)([O-])[OH:40].[Na+].OOS([O-])=O.[K+], predict the reaction product. The product is: [NH2:1][C:2]1[N+:7]([O-:40])=[C:6]([CH2:8][C:9]([N:11]2[C:19]3[C:14](=[CH:15][C:16]([NH:20][C:21]([C:23]4[C:24]([C:29]5[CH:30]=[CH:31][C:32]([C:35]([F:37])([F:38])[F:36])=[CH:33][CH:34]=5)=[CH:25][CH:26]=[CH:27][CH:28]=4)=[O:22])=[CH:17][CH:18]=3)[CH2:13][CH2:12]2)=[O:10])[CH:5]=[CH:4][CH:3]=1. (2) Given the reactants [CH2:1]([C@H:3]1[C:7]2=[N:8][CH:9]=[C:10]([C:12]([NH:14][C@H:15]([C:18]3[CH:23]=[CH:22][C:21]([S:24]([CH2:27][CH3:28])(=[O:26])=[O:25])=[CH:20][CH:19]=3)[CH2:16][OH:17])=[O:13])[CH:11]=[C:6]2[CH2:5][N:4]1[CH2:29][C@H:30]1[CH2:35][CH2:34][C@H:33]([C:36]([F:39])([F:38])[F:37])[CH2:32][CH2:31]1)[CH3:2].ClC([N:44]=[C:45]=[O:46])(Cl)Cl.C(=O)([O-])[O-].[K+].[K+], predict the reaction product. The product is: [C:45](=[O:46])([O:17][CH2:16][C@H:15]([NH:14][C:12]([C:10]1[CH:11]=[C:6]2[CH2:5][N:4]([CH2:29][C@H:30]3[CH2:35][CH2:34][C@H:33]([C:36]([F:38])([F:39])[F:37])[CH2:32][CH2:31]3)[C@@H:3]([CH2:1][CH3:2])[C:7]2=[N:8][CH:9]=1)=[O:13])[C:18]1[CH:23]=[CH:22][C:21]([S:24]([CH2:27][CH3:28])(=[O:25])=[O:26])=[CH:20][CH:19]=1)[NH2:44]. (3) Given the reactants [C:1]1([CH2:7][CH2:8][C:9]2[NH:21][C:12]3[N:13]=[CH:14][CH:15]=[C:16]([C:17]([NH:19][NH2:20])=[O:18])[C:11]=3[CH:10]=2)[CH:6]=[CH:5][CH:4]=[CH:3][CH:2]=1.C(N(CC)CC)C.[C:29](=[S:31])=S.C(=O)([O-])[O-].[K+].[K+].[F:38][C:39]1[CH:40]=[C:41]([CH:44]=[CH:45][CH:46]=1)[CH2:42]Cl, predict the reaction product. The product is: [F:38][C:39]1[CH:40]=[C:41]([CH:44]=[CH:45][CH:46]=1)[CH2:42][S:31][C:29]1[O:18][C:17]([C:16]2[CH:15]=[CH:14][N:13]=[C:12]3[NH:21][C:9]([CH2:8][CH2:7][C:1]4[CH:6]=[CH:5][CH:4]=[CH:3][CH:2]=4)=[CH:10][C:11]=23)=[N:19][N:20]=1. (4) Given the reactants ClC1C=CC([NH:6][C:7]2[C:16]3[C:11](=[CH:12][C:13](OCC4CCNCC4)=[C:14]([O:17][CH3:18])[CH:15]=3)[N:10]=[CH:9][N:8]=2)=C(F)C=1.F[P-](F)(F)(F)(F)F.N1(OC(N(C)C)=[N+](C)C)C2N=CC=CC=2N=N1.CN(C)CC(O)=O.C(N(C(C)C)CC)(C)C, predict the reaction product. The product is: [NH3:6].[CH3:18][O:17][C:14]1[CH:15]=[C:16]2[C:11](=[CH:12][CH:13]=1)[N:10]=[CH:9][N:8]=[CH:7]2. (5) The product is: [Cl:1][C:2]1[N:7]=[C:6]([CH2:8][CH2:9][NH:10][CH2:11][CH3:37])[C:5]2[C:13]([I:35])=[N:14][N:15]([C:16]([C:23]3[CH:24]=[CH:25][CH:26]=[CH:27][CH:28]=3)([C:17]3[CH:22]=[CH:21][CH:20]=[CH:19][CH:18]=3)[C:29]3[CH:34]=[CH:33][CH:32]=[CH:31][CH:30]=3)[C:4]=2[CH:3]=1. Given the reactants [Cl:1][C:2]1[N:7]=[C:6](/[CH:8]=[CH:9]/[N:10](C)[CH3:11])[C:5]2[C:13]([I:35])=[N:14][N:15]([C:16]([C:29]3[CH:34]=[CH:33][CH:32]=[CH:31][CH:30]=3)([C:23]3[CH:28]=[CH:27][CH:26]=[CH:25][CH:24]=3)[C:17]3[CH:22]=[CH:21][CH:20]=[CH:19][CH:18]=3)[C:4]=2[CH:3]=1.Cl.[CH2:37](N)C.C(O[BH-](OC(=O)C)OC(=O)C)(=O)C.[Na+], predict the reaction product.